Dataset: Forward reaction prediction with 1.9M reactions from USPTO patents (1976-2016). Task: Predict the product of the given reaction. (1) Given the reactants [NH:1]([C:8]([O:10][C:11]([CH3:14])([CH3:13])[CH3:12])=[O:9])[C@H:2]([C:5](O)=O)[CH2:3][CH3:4].CN1CCOCC1.ClC(OCC(C)C)=O.[Br:30][C:31]1[CH:32]=[C:33]([NH2:38])[C:34]([NH2:37])=[CH:35][CH:36]=1.C(O)(=O)C, predict the reaction product. The product is: [Br:30][C:31]1[CH:36]=[CH:35][C:34]2[NH:37][C:5]([C@@H:2]([NH:1][C:8](=[O:9])[O:10][C:11]([CH3:14])([CH3:13])[CH3:12])[CH2:3][CH3:4])=[N:38][C:33]=2[CH:32]=1. (2) Given the reactants [NH:1]([C:6]([O:8][CH2:9][CH:10]1[C:22]2[C:17](=[CH:18][CH:19]=[CH:20][CH:21]=2)[C:16]2[C:11]1=[CH:12][CH:13]=[CH:14][CH:15]=2)=[O:7])[CH2:2][C:3]([OH:5])=[O:4].N(C(OCC=C)=O)CC(O)=O.N1CCCCC1.CN(C(ON1N=NC2C=CC=CC1=2)=[N+](C)C)C.[B-](F)(F)(F)F.C(C(C1C(OC)=C(C=C([N+]([O-])=O)C=1)OCCCC(O)=O)CN)(OCC1C2C(=CC=CC=2)C2C1=CC=CC=2)=O.NCC(O)=O, predict the reaction product. The product is: [C:6]([NH:1][CH2:2][C:3]([OH:5])=[O:4])([O:8][CH2:9][CH:10]1[C:11]2[C:16](=[CH:15][CH:14]=[CH:13][CH:12]=2)[C:17]2[C:22]1=[CH:21][CH:20]=[CH:19][CH:18]=2)=[O:7]. (3) Given the reactants [Cl-].[Ca+2].[Cl-].[BH4-].[Na+].O1CCCC1.[O:11]=[C:12]([NH:21][C@@H:22]1[CH2:27][CH2:26][CH2:25][CH2:24][C@@H:23]1[C:28]([N:30]1[C@@H:42]2[C@@H:33]([C@H:34]([C:43]3[CH:48]=[CH:47][CH:46]=[CH:45][CH:44]=3)[NH:35][C:36]3[CH:37]=[CH:38][CH:39]=[CH:40][C:41]=32)[CH2:32][CH2:31]1)=[O:29])[CH2:13][CH2:14][CH2:15][CH2:16][C:17](OC)=[O:18], predict the reaction product. The product is: [OH:18][CH2:17][CH2:16][CH2:15][CH2:14][CH2:13][C:12]([NH:21][C@@H:22]1[CH2:27][CH2:26][CH2:25][CH2:24][C@@H:23]1[C:28]([N:30]1[C@@H:42]2[C@@H:33]([C@H:34]([C:43]3[CH:48]=[CH:47][CH:46]=[CH:45][CH:44]=3)[NH:35][C:36]3[CH:37]=[CH:38][CH:39]=[CH:40][C:41]=32)[CH2:32][CH2:31]1)=[O:29])=[O:11]. (4) Given the reactants [C:1]([OH:25])(=[O:24])[CH2:2][CH2:3][CH2:4][CH2:5][CH2:6][CH2:7][CH2:8][CH2:9][C:10]#[C:11][C:12]#[C:13][CH2:14][CH2:15][CH2:16][CH2:17][CH2:18][CH2:19][CH2:20][CH2:21][CH2:22][CH3:23].CO.[CH:28](Cl)(Cl)Cl, predict the reaction product. The product is: [C:1]([O:25][CH3:28])(=[O:24])[CH2:2][CH2:3][CH2:4][CH2:5][CH2:6][CH2:7][CH2:8][CH2:9][C:10]#[C:11][C:12]#[C:13][CH2:14][CH2:15][CH2:16][CH2:17][CH2:18][CH2:19][CH2:20][CH2:21][CH2:22][CH3:23]. (5) Given the reactants NC1C=C(Cl)C(C)=C[C:3]=1[C:4](OCC)=[O:5].[CH2:15]([O:17][C:18](=[O:33])[C:19]1[CH:24]=[C:23]([C:25](F)(F)F)[C:22]([CH:29]=[O:30])=[C:21]([Cl:31])[C:20]=1[NH2:32])[CH3:16], predict the reaction product. The product is: [NH2:32][C:20]1[C:21]([Cl:31])=[C:22]([CH:29]2[O:5][CH2:4][CH2:3][O:30]2)[C:23]([CH3:25])=[CH:24][C:19]=1[C:18]([O:17][CH2:15][CH3:16])=[O:33]. (6) Given the reactants C([C:4]1[C:13]2[C:8](=[CH:9][CH:10]=[CH:11][CH:12]=2)[CH:7]=[CH:6][CH:5]=1)(=O)C.[NH2:14][CH2:15][CH2:16][CH2:17][CH2:18][NH:19][CH2:20][CH2:21][CH2:22][NH2:23].[CH2:24]=O.O1[CH2:31][CH2:30][O:29]CC1, predict the reaction product. The product is: [NH2:23][CH2:22][CH2:21][CH2:20][NH:19][CH2:18][CH2:17][CH2:16][CH2:15][NH:14][CH2:24][CH2:31][C:30]([C:6]1[CH:5]=[CH:4][C:13]2[C:8](=[CH:9][CH:10]=[CH:11][CH:12]=2)[CH:7]=1)=[O:29]. (7) Given the reactants [CH3:1][N:2]1[CH2:7][CH2:6][NH:5][CH2:4][CH2:3]1.[CH3:8][O:9][C:10]([C:12]1[CH:13]=[C:14]([CH3:34])[C:15]2[O:21][C:20]3[C:22]([Cl:30])=[CH:23][C:24]([NH:26][CH2:27][CH2:28]Cl)=[CH:25][C:19]=3[CH2:18][S:17](=[O:32])(=[O:31])[C:16]=2[CH:33]=1)=[O:11].O, predict the reaction product. The product is: [CH3:8][O:9][C:10]([C:12]1[CH:13]=[C:14]([CH3:34])[C:15]2[O:21][C:20]3[C:22]([Cl:30])=[CH:23][C:24]([NH:26][CH2:27][CH2:28][N:5]4[CH2:6][CH2:7][N:2]([CH3:1])[CH2:3][CH2:4]4)=[CH:25][C:19]=3[CH2:18][S:17](=[O:32])(=[O:31])[C:16]=2[CH:33]=1)=[O:11].